This data is from Reaction yield outcomes from USPTO patents with 853,638 reactions. The task is: Predict the reaction yield, written as a fraction of the theoretical maximum amount of product (1.0 means a 100% yield; for example, 0.34 means a 34% yield). (1) The reactants are Cl[C:2]1[CH:7]=[CH:6][N:5]=[CH:4][C:3]=1[N+:8]([O-:10])=[O:9].[N:11]1[CH:16]=[CH:15][CH:14]=[C:13]([CH2:17][OH:18])[CH:12]=1. No catalyst specified. The product is [N:11]1[CH:16]=[CH:15][CH:14]=[C:13]([CH2:17][O:18][C:2]2[CH:7]=[CH:6][N:5]=[CH:4][C:3]=2[N+:8]([O-:10])=[O:9])[CH:12]=1. The yield is 0.785. (2) The reactants are [NH2:1][C:2]1[CH:3]=[C:4]([SH:8])[CH:5]=[CH:6][CH:7]=1.Cl.Cl[C:11]1[CH:16]=[CH:15][N:14]=[CH:13][CH:12]=1.C([O-])([O-])=O.[K+].[K+]. The catalyst is CN(C=O)C.CCOC(C)=O.O. The product is [N:14]1[CH:15]=[CH:16][C:11]([S:8][C:4]2[CH:3]=[C:2]([CH:7]=[CH:6][CH:5]=2)[NH2:1])=[CH:12][CH:13]=1. The yield is 0.660. (3) The reactants are [Cl:1][C:2]1[N:3]=[C:4](Cl)[C:5]2[CH2:10][CH2:9][CH:8]([C:11]3[CH:16]=[CH:15][CH:14]=[CH:13][CH:12]=3)[C:6]=2[N:7]=1.[CH3:18][NH2:19]. The catalyst is C1COCC1. The product is [Cl:1][C:2]1[N:3]=[C:4]([NH:19][CH3:18])[C:5]2[CH2:10][CH2:9][CH:8]([C:11]3[CH:16]=[CH:15][CH:14]=[CH:13][CH:12]=3)[C:6]=2[N:7]=1. The yield is 0.691. (4) The reactants are [S:1]([Cl:5])(=O)(=[O:3])[OH:2].[CH3:6][N:7]([CH3:14])[C:8]1[CH:13]=[CH:12][CH:11]=[CH:10][CH:9]=1. The catalyst is ClCCl. The product is [CH3:6][N:7]([CH3:14])[C:8]1[CH:9]=[C:10]([S:1]([Cl:5])(=[O:3])=[O:2])[CH:11]=[CH:12][CH:13]=1. The yield is 0.110. (5) The reactants are [CH3:1][O:2][C:3]1[CH:4]=[C:5]2[C:10](=[CH:11][CH:12]=1)[C:9]([C:13](=[O:29])[C:14]1[CH:19]=[CH:18][C:17]([O:20][CH2:21][CH2:22][N:23]3[CH2:28][CH2:27][CH2:26][CH2:25][CH2:24]3)=[CH:16][CH:15]=1)=[C:8](OS(C(F)(F)F)(=O)=O)[CH:7]=[CH:6]2.B#B.C1(P(C2CCCCC2)C2CCCCC2)CCCCC1.[F-].[Cs+].Br[C:62]1[CH:67]=[CH:66][C:65]([S:68]([CH3:71])(=[O:70])=[O:69])=[CH:64][C:63]=1[O:72][CH:73]([CH3:75])[CH3:74]. The catalyst is C(#N)C.C([O-])(=O)C.[Pd+2].C([O-])(=O)C. The product is [CH:73]([O:72][C:63]1[CH:64]=[C:65]([S:68]([CH3:71])(=[O:70])=[O:69])[CH:66]=[CH:67][C:62]=1[C:8]1[CH:7]=[CH:6][C:5]2[C:10](=[CH:11][CH:12]=[C:3]([O:2][CH3:1])[CH:4]=2)[C:9]=1[C:13]([C:14]1[CH:19]=[CH:18][C:17]([O:20][CH2:21][CH2:22][N:23]2[CH2:28][CH2:27][CH2:26][CH2:25][CH2:24]2)=[CH:16][CH:15]=1)=[O:29])([CH3:75])[CH3:74]. The yield is 0.990. (6) The reactants are C(OC([N:8]1[C:12]2[CH:13]=[CH:14][CH:15]=[CH:16][C:11]=2[N:10]=[C:9]1[CH2:17][NH:18][CH:19]1[C:28]2[N:27]=[CH:26][CH:25]=[CH:24][C:23]=2[CH2:22][CH2:21][CH2:20]1)=O)(C)(C)C.[CH:29]1[C:34]([CH:35]=O)=[CH:33][C:32]2[O:37][CH2:38][O:39][C:31]=2[CH:30]=1.CC(O)=O.[BH-](OC(C)=O)(OC(C)=O)OC(C)=O.[Na+]. The catalyst is C1COCC1.C(Cl)Cl.FC(F)(F)C(O)=O. The product is [O:39]1[C:31]2[CH:30]=[CH:29][C:34]([CH2:35][N:18]([CH2:17][C:9]3[NH:8][C:12]4[CH:13]=[CH:14][CH:15]=[CH:16][C:11]=4[N:10]=3)[CH:19]3[C:28]4[N:27]=[CH:26][CH:25]=[CH:24][C:23]=4[CH2:22][CH2:21][CH2:20]3)=[CH:33][C:32]=2[O:37][CH2:38]1. The yield is 0.330. (7) The reactants are C(NC(C)C)(C)C.C([Li])CCC.[CH3:13][C:14]1[C:19]([C:20]2[N:21]([C:29]3[CH:34]=[CH:33][C:32]([S:35]([CH3:38])(=[O:37])=[O:36])=[CH:31][CH:30]=3)[CH:22]=[C:23]([C:25]([F:28])([F:27])[F:26])[N:24]=2)=[CH:18][CH:17]=[CH:16][N:15]=1.I[CH2:40][Si:41]([CH3:44])([CH3:43])[CH3:42]. The catalyst is C1COCC1. The product is [CH3:13][C:14]1[C:19]([C:20]2[N:21]([C:29]3[CH:34]=[CH:33][C:32]([S:35]([CH2:38][CH2:40][Si:41]([CH3:44])([CH3:43])[CH3:42])(=[O:37])=[O:36])=[CH:31][CH:30]=3)[CH:22]=[C:23]([C:25]([F:27])([F:28])[F:26])[N:24]=2)=[CH:18][CH:17]=[CH:16][N:15]=1. The yield is 0.740. (8) The reactants are [CH3:1][N:2]1[CH:6]([C:7]([OH:9])=O)[CH2:5][N:4]([C:10]2[CH:11]=[N:12][CH:13]=[CH:14][CH:15]=2)[C:3]1=[O:16].O.ON1C2C=CC=CC=2N=N1.Cl.C(N=C=NCCCN(C)C)C.C(N1CCOCC1)C.[Cl:48][C:49]1[C:54]([C:55]([F:58])([F:57])[F:56])=[CH:53][CH:52]=[CH:51][C:50]=1[CH2:59][NH2:60]. The catalyst is ClCCl.CO. The product is [Cl:48][C:49]1[C:54]([C:55]([F:57])([F:58])[F:56])=[CH:53][CH:52]=[CH:51][C:50]=1[CH2:59][NH:60][C:7]([CH:6]1[CH2:5][N:4]([C:10]2[CH:11]=[N:12][CH:13]=[CH:14][CH:15]=2)[C:3](=[O:16])[N:2]1[CH3:1])=[O:9]. The yield is 0.0800. (9) The reactants are [CH3:1][O:2][C:3]1[CH:11]=[C:10]2[C:6]([CH2:7][C:8](=[O:12])[NH:9]2)=[CH:5][CH:4]=1.[CH2:13]([N:15]([CH2:30][CH3:31])[CH2:16][CH2:17][CH2:18][NH:19][C:20]([C:22]1[NH:23][C:24]([CH:28]=O)=[CH:25][C:26]=1[CH3:27])=[O:21])[CH3:14]. No catalyst specified. The product is [CH2:30]([N:15]([CH2:13][CH3:14])[CH2:16][CH2:17][CH2:18][NH:19][C:20]([C:22]1[NH:23][C:24]([CH:28]=[C:7]2[C:6]3[C:10](=[CH:11][C:3]([O:2][CH3:1])=[CH:4][CH:5]=3)[NH:9][C:8]2=[O:12])=[CH:25][C:26]=1[CH3:27])=[O:21])[CH3:31]. The yield is 0.310. (10) The yield is 0.380. The product is [ClH:1].[ClH:1].[NH2:31][C:18]1[CH:19]=[C:20]2[O:24][C:23]([C:25]3[CH:26]=[CH:27][CH:28]=[CH:29][CH:30]=3)=[N:22][C:21]2=[C:16]([C:14]([NH2:13])=[O:15])[CH:17]=1. The reactants are [ClH:1].Cl.CN1C2CCCC1CC([NH:13][C:14]([C:16]1[CH:17]=[C:18]([NH2:31])[CH:19]=[C:20]3[O:24][C:23]([C:25]4[CH:30]=[CH:29][CH:28]=[CH:27][CH:26]=4)=[N:22][C:21]=13)=[O:15])C2.Cl. The catalyst is CO.C(OCC)C.